Task: Predict which catalyst facilitates the given reaction.. Dataset: Catalyst prediction with 721,799 reactions and 888 catalyst types from USPTO (1) Product: [CH2:1]([O:3][C:4]([C:6]1[C:7]([CH3:19])=[N:8][C:9]([N:13]2[CH2:18][CH2:17][O:16][CH2:15][CH2:14]2)=[CH:10][C:11]=1[S:22][CH2:21][CH3:20])=[O:5])[CH3:2]. The catalyst class is: 9. Reactant: [CH2:1]([O:3][C:4]([C:6]1[C:7]([CH3:19])=[N:8][C:9]([N:13]2[CH2:18][CH2:17][O:16][CH2:15][CH2:14]2)=[CH:10][C:11]=1Cl)=[O:5])[CH3:2].[CH3:20][CH2:21][SH:22].C(=O)([O-])[O-].[K+].[K+]. (2) Reactant: [CH3:1][O:2][C:3]1[CH:4]=[C:5]([CH:14]=[CH:15][CH:16]=1)[C:6]([CH:8]1[CH2:13][CH2:12][NH:11][CH2:10][CH2:9]1)=[O:7].C(N(CC)CC)C.[O:24]1[CH:28]=[CH:27][CH:26]=[C:25]1[C:29](Cl)=[O:30]. Product: [O:24]1[CH:28]=[CH:27][CH:26]=[C:25]1[C:29]([N:11]1[CH2:12][CH2:13][CH:8]([C:6](=[O:7])[C:5]2[CH:14]=[CH:15][CH:16]=[C:3]([O:2][CH3:1])[CH:4]=2)[CH2:9][CH2:10]1)=[O:30]. The catalyst class is: 2. (3) Reactant: [Si]([O:8][CH2:9][CH2:10][N:11]([CH2:41][CH:42]1[CH2:44][CH2:43]1)[C:12]([C:14]1[C:19]([O:20][CH2:21][C:22]2[CH:27]=[CH:26][CH:25]=[CH:24][CH:23]=2)=[C:18]([OH:28])[N:17]=[C:16]([CH2:29][C:30]2([C:35]3[CH:40]=[CH:39][CH:38]=[CH:37][N:36]=3)[CH2:34][CH2:33][CH2:32][CH2:31]2)[N:15]=1)=[O:13])(C(C)(C)C)(C)C.Cl. Product: [CH:42]1([CH2:41][N:11]([CH2:10][CH2:9][OH:8])[C:12]([C:14]2[C:19]([O:20][CH2:21][C:22]3[CH:27]=[CH:26][CH:25]=[CH:24][CH:23]=3)=[C:18]([OH:28])[N:17]=[C:16]([CH2:29][C:30]3([C:35]4[CH:40]=[CH:39][CH:38]=[CH:37][N:36]=4)[CH2:34][CH2:33][CH2:32][CH2:31]3)[N:15]=2)=[O:13])[CH2:44][CH2:43]1. The catalyst class is: 7. (4) Reactant: [C:1]1([N:7]2[C:11]([C:12]3[C:13](=[O:38])[C:14]4[O:37][CH:36]=[CH:35][C:15]=4[N:16]([C:18]4[CH:23]=[CH:22][C:21]([N:24]5[CH:28]=[CH:27][CH:26]=[N:25]5)=[CH:20][C:19]=4[O:29][CH2:30][C:31]([F:34])([F:33])[F:32])[N:17]=3)=[CH:10][CH:9]=[N:8]2)[CH:6]=[CH:5][CH:4]=[CH:3][CH:2]=1. Product: [C:1]1([N:7]2[C:11]([C:12]3[C:13](=[O:38])[C:14]4[O:37][CH2:36][CH2:35][C:15]=4[N:16]([C:18]4[CH:23]=[CH:22][C:21]([N:24]5[CH:28]=[CH:27][CH:26]=[N:25]5)=[CH:20][C:19]=4[O:29][CH2:30][C:31]([F:32])([F:33])[F:34])[N:17]=3)=[CH:10][CH:9]=[N:8]2)[CH:2]=[CH:3][CH:4]=[CH:5][CH:6]=1. The catalyst class is: 63. (5) Reactant: [F:1][C:2]([F:9])([F:8])[CH:3]=[CH:4][N+:5]([O-:7])=[O:6].[CH2:10]([NH2:17])[C:11]1[CH:16]=[CH:15][CH:14]=[CH:13][CH:12]=1. Product: [CH2:10]([NH:17][CH:3]([CH2:4][N+:5]([O-:7])=[O:6])[C:2]([F:9])([F:8])[F:1])[C:11]1[CH:16]=[CH:15][CH:14]=[CH:13][CH:12]=1. The catalyst class is: 11. (6) Reactant: I[C:2]1[CH:3]=[CH:4][C:5]2[N:6]([CH:8]=[CH:9][N:10]=2)[CH:7]=1.[N:11]1[CH:16]=[CH:15][CH:14]=[CH:13][C:12]=1[C:17]1[C:18](B(O)O)=[C:19]2[CH2:24][CH2:23][CH2:22][N:20]2[N:21]=1.C(=O)(O)[O-].[Na+].C(#N)C. Product: [N:11]1[CH:16]=[CH:15][CH:14]=[CH:13][C:12]=1[C:17]1[C:18]([C:2]2[CH:3]=[CH:4][C:5]3[N:6]([CH:8]=[CH:9][N:10]=3)[CH:7]=2)=[C:19]2[CH2:24][CH2:23][CH2:22][N:20]2[N:21]=1. The catalyst class is: 103. (7) Reactant: [CH2:1]([S:8][C:9]1[N:10]=[CH:11][C:12]2[CH:18]=[C:17]([C:19]3[CH:24]=[CH:23][CH:22]=[CH:21][CH:20]=3)[C:16](=O)[NH:15][C:13]=2[N:14]=1)[C:2]1[CH:7]=[CH:6][CH:5]=[CH:4][CH:3]=1.P(Cl)(Cl)([Cl:28])=O. Product: [CH2:1]([S:8][C:9]1[N:10]=[CH:11][C:12]2[CH:18]=[C:17]([C:19]3[CH:24]=[CH:23][CH:22]=[CH:21][CH:20]=3)[C:16]([Cl:28])=[N:15][C:13]=2[N:14]=1)[C:2]1[CH:7]=[CH:6][CH:5]=[CH:4][CH:3]=1. The catalyst class is: 23. (8) Reactant: [Br:1][C:2]1[CH:3]=[C:4]2[N:12](S(C3C=CC(C)=CC=3)(=O)=O)[CH:11]=[CH:10][C:5]2=[N:6][C:7]=1[C:8]#[N:9].C1COCC1.[OH-].[Na+].Cl. Product: [Br:1][C:2]1[CH:3]=[C:4]2[NH:12][CH:11]=[CH:10][C:5]2=[N:6][C:7]=1[C:8]#[N:9]. The catalyst class is: 5. (9) Reactant: [OH:1][CH2:2][C:3]1[CH:4]=[C:5]([CH:10]=[CH:11][N:12]=1)[C:6]([O:8][CH3:9])=[O:7].[C:13]1(O)[CH:18]=[CH:17][CH:16]=[CH:15][CH:14]=1.C1(P(C2C=CC=CC=2)C2C=CC=CC=2)C=CC=CC=1.N(/C(OC(C)C)=O)=N\C(OC(C)C)=O. Product: [O:1]([CH2:2][C:3]1[CH:4]=[C:5]([CH:10]=[CH:11][N:12]=1)[C:6]([O:8][CH3:9])=[O:7])[C:13]1[CH:18]=[CH:17][CH:16]=[CH:15][CH:14]=1. The catalyst class is: 1.